The task is: Predict the product of the given reaction.. This data is from Forward reaction prediction with 1.9M reactions from USPTO patents (1976-2016). Given the reactants [O:1]1[C:5]2[CH:6]=[CH:7][CH:8]=[CH:9][C:4]=2[N:3]=[C:2]1[C:10]1[CH:11]=[CH:12][C:13]([NH:17][CH:18]2[CH2:23][CH2:22][O:21][CH2:20][CH2:19]2)=[C:14]([CH:16]=1)[NH2:15].[Cl:24][C:25]1[CH:26]=[C:27]([CH:30]=[CH:31][CH:32]=1)[CH:28]=O.OOS([O-])=O.[K+].C(=O)([O-])[O-].[K+].[K+], predict the reaction product. The product is: [O:1]1[C:5]2[CH:6]=[CH:7][CH:8]=[CH:9][C:4]=2[N:3]=[C:2]1[C:10]1[CH:11]=[CH:12][C:13]2[N:17]([CH:18]3[CH2:23][CH2:22][O:21][CH2:20][CH2:19]3)[C:28]([C:27]3[CH:30]=[CH:31][CH:32]=[C:25]([Cl:24])[CH:26]=3)=[N:15][C:14]=2[CH:16]=1.